This data is from Full USPTO retrosynthesis dataset with 1.9M reactions from patents (1976-2016). The task is: Predict the reactants needed to synthesize the given product. (1) The reactants are: [NH2:1][C:2]1[C:7](=[N:8][C:9]2[CH:14]=[CH:13][C:12]([OH:15])=[CH:11][CH:10]=2)[CH:6]=[C:5]([CH3:16])[C:4](=[O:17])[C:3]=1[Cl:18].S(S([O-])=O)([O-])=O.[Na+].[Na+]. Given the product [NH2:1][C:2]1[C:3]([Cl:18])=[C:4]([OH:17])[C:5]([CH3:16])=[CH:6][C:7]=1[NH:8][C:9]1[CH:10]=[CH:11][C:12]([OH:15])=[CH:13][CH:14]=1, predict the reactants needed to synthesize it. (2) Given the product [NH:11]1[CH2:12][CH2:13][CH:8]([CH:5]([CH2:6][CH3:7])[C:4]([O:3][CH2:1][CH3:2])=[O:21])[CH2:9][CH2:10]1, predict the reactants needed to synthesize it. The reactants are: [CH2:1]([O:3][C:4](=[O:21])[CH:5]([CH:8]1[CH2:13][CH2:12][N:11](C(OC(C)(C)C)=O)[CH2:10][CH2:9]1)[CH2:6][CH3:7])[CH3:2].Cl. (3) The reactants are: [I:1][CH2:2][CH2:3][C:4]([F:7])([F:6])[F:5].[C:8]1([P:14]([C:21]2[CH:26]=[CH:25][CH:24]=[CH:23][CH:22]=2)[C:15]2[CH:20]=[CH:19][CH:18]=[CH:17][CH:16]=2)[CH:13]=[CH:12][CH:11]=[CH:10][CH:9]=1. Given the product [I-:1].[F:5][C:4]([F:7])([F:6])[CH2:3][CH2:2][P+:14]([C:15]1[CH:16]=[CH:17][CH:18]=[CH:19][CH:20]=1)([C:21]1[CH:26]=[CH:25][CH:24]=[CH:23][CH:22]=1)[C:8]1[CH:9]=[CH:10][CH:11]=[CH:12][CH:13]=1, predict the reactants needed to synthesize it. (4) The reactants are: [N:1]1[C:10]2[NH:9][CH2:8][CH2:7][CH2:6][C:5]=2[CH:4]=[CH:3][C:2]=1[CH2:11][CH2:12][CH2:13][O:14][C:15]1[CH:28]=[CH:27][C:18]([CH2:19][C@@H:20]([C:22]([O:24][CH2:25][CH3:26])=[O:23])[NH2:21])=[CH:17][CH:16]=1.F[C:30]1[S:31][C:32]2[CH:38]=[CH:37][CH:36]=[CH:35][C:33]=2[N:34]=1. Given the product [S:31]1[C:32]2[CH:38]=[CH:37][CH:36]=[CH:35][C:33]=2[N:34]=[C:30]1[NH:21][C@H:20]([C:22]([O:24][CH2:25][CH3:26])=[O:23])[CH2:19][C:18]1[CH:17]=[CH:16][C:15]([O:14][CH2:13][CH2:12][CH2:11][C:2]2[CH:3]=[CH:4][C:5]3[CH2:6][CH2:7][CH2:8][NH:9][C:10]=3[N:1]=2)=[CH:28][CH:27]=1, predict the reactants needed to synthesize it. (5) Given the product [F:27][C:28]1[CH:29]=[C:30]([CH:33]=[CH:34][C:35]=1[C@@H:36]1[N:40]2[CH:41]=[N:42][CH:43]=[C:39]2[C@@:38]([OH:44])([C:16]2[CH:21]=[CH:20][C:19]([O:22][C:23]([F:26])([F:25])[F:24])=[CH:18][CH:17]=2)[CH2:37]1)[C:31]#[N:32], predict the reactants needed to synthesize it. The reactants are: [Li]CCCC.CCCCCC.C(=O)=O.Br[C:16]1[CH:21]=[CH:20][C:19]([O:22][C:23]([F:26])([F:25])[F:24])=[CH:18][CH:17]=1.[F:27][C:28]1[CH:29]=[C:30]([CH:33]=[CH:34][C:35]=1[C@@H:36]1[N:40]2[CH:41]=[N:42][CH:43]=[C:39]2[C:38](=[O:44])[CH2:37]1)[C:31]#[N:32]. (6) Given the product [O:1]1[CH2:2][CH2:3][CH:4]([CH2:7][C@H:8]2[CH2:9][NH:10][CH2:11][CH2:12][NH:13]2)[CH2:5][CH2:6]1, predict the reactants needed to synthesize it. The reactants are: [O:1]1[CH2:6][CH2:5][CH:4]([CH2:7][C@@H:8]2[NH:13][C:12](=O)[CH2:11][NH:10][C:9]2=O)[CH2:3][CH2:2]1.[H-].[H-].[H-].[H-].[Li+].[Al+3].O.O.O.O.O.O.O.O.O.O.S([O-])([O-])(=O)=O.[Na+].[Na+]. (7) Given the product [CH3:1][C:2]1[CH:7]=[CH:6][C:5]([CH3:8])=[CH:4][C:3]=1[NH:9][C:10]1[N:15]2[N:16]=[CH:17][C:18]([C:19]([NH:42][S:39]([CH2:37][CH3:38])(=[O:41])=[O:40])=[O:20])=[C:14]2[N:13]=[CH:12][C:11]=1[C:22]([N:24]1[CH2:25][CH:26]=[C:27]([C:30]2[CH:31]=[CH:32][C:33]([F:36])=[CH:34][CH:35]=2)[CH2:28][CH2:29]1)=[O:23], predict the reactants needed to synthesize it. The reactants are: [CH3:1][C:2]1[CH:7]=[CH:6][C:5]([CH3:8])=[CH:4][C:3]=1[NH:9][C:10]1[N:15]2[N:16]=[CH:17][C:18]([C:19](O)=[O:20])=[C:14]2[N:13]=[CH:12][C:11]=1[C:22]([N:24]1[CH2:29][CH:28]=[C:27]([C:30]2[CH:35]=[CH:34][C:33]([F:36])=[CH:32][CH:31]=2)[CH2:26][CH2:25]1)=[O:23].[CH2:37]([S:39]([NH2:42])(=[O:41])=[O:40])[CH3:38].